This data is from Forward reaction prediction with 1.9M reactions from USPTO patents (1976-2016). The task is: Predict the product of the given reaction. (1) Given the reactants Br[C:2]1[CH:3]=[C:4]([CH:8]2[CH2:17][C:16]([CH3:19])([CH3:18])[C:15]3[C:10](=[C:11]([CH3:21])[CH:12]=[C:13]([F:20])[CH:14]=3)[NH:9]2)[CH:5]=[CH:6][CH:7]=1.[NH2:22][C:23]1([C:26]([OH:28])=[O:27])[CH2:25][CH2:24]1.C(=O)([O-])[O-].[K+].[K+], predict the reaction product. The product is: [F:20][C:13]1[CH:14]=[C:15]2[C:10](=[C:11]([CH3:21])[CH:12]=1)[NH:9][CH:8]([C:4]1[CH:3]=[C:2]([NH:22][C:23]3([C:26]([OH:28])=[O:27])[CH2:25][CH2:24]3)[CH:7]=[CH:6][CH:5]=1)[CH2:17][C:16]2([CH3:19])[CH3:18]. (2) Given the reactants [CH3:1][N:2]1[C:10]2[C:5](=[C:6]([O:15][CH3:16])[C:7]([O:13][CH3:14])=[C:8]([O:11][CH3:12])[CH:9]=2)[CH:4]=[C:3]1[C:17](OC)=[O:18].C1(C)C=CC=CC=1.[H-].C([Al+]C(C)C)(C)C.O.O.O.O.O.O.O.O.O.O.S([O-])([O-])(=O)=O.[Na+].[Na+], predict the reaction product. The product is: [OH:18][CH2:17][C:3]1[N:2]([CH3:1])[C:10]2[C:5]([CH:4]=1)=[C:6]([O:15][CH3:16])[C:7]([O:13][CH3:14])=[C:8]([O:11][CH3:12])[CH:9]=2. (3) The product is: [NH2:19][C@@H:15]([C:6]1[N:7]([NH:8][C:9]2[CH:14]=[CH:13][CH:12]=[CH:11][CH:10]=2)[C:2](=[O:1])[C:3]2[N:30]=[CH:29][CH:28]=[CH:27][C:4]=2[N:5]=1)[CH2:16][C:17]#[CH:18]. Given the reactants [O:1]=[C:2]1[N:7]([NH:8][C:9]2[CH:14]=[CH:13][CH:12]=[CH:11][CH:10]=2)[C:6]([C@H:15]([NH:19]C(=O)OC(C)(C)C)[CH2:16][C:17]#[CH:18])=[N:5][C:4]2[CH:27]=[CH:28][CH:29]=[N:30][C:3]1=2.Cl, predict the reaction product. (4) Given the reactants [F:1][C:2]1[CH:3]=[C:4]([OH:11])[CH:5]=[CH:6][C:7]=1[N+:8]([O-:10])=[O:9].[CH:12]([Si:15](Cl)([CH:19]([CH3:21])[CH3:20])[CH:16]([CH3:18])[CH3:17])([CH3:14])[CH3:13].N1C=CN=C1, predict the reaction product. The product is: [F:1][C:2]1[CH:3]=[C:4]([CH:5]=[CH:6][C:7]=1[N+:8]([O-:10])=[O:9])[O:11][Si:15]([CH:19]([CH3:21])[CH3:20])([CH:16]([CH3:18])[CH3:17])[CH:12]([CH3:14])[CH3:13].